Task: Regression. Given a peptide amino acid sequence and an MHC pseudo amino acid sequence, predict their binding affinity value. This is MHC class II binding data.. Dataset: Peptide-MHC class II binding affinity with 134,281 pairs from IEDB The peptide sequence is VLDMGQGILHNTSDL. The MHC is DRB1_0101 with pseudo-sequence DRB1_0101. The binding affinity (normalized) is 0.606.